From a dataset of Reaction yield outcomes from USPTO patents with 853,638 reactions. Predict the reaction yield, written as a fraction of the theoretical maximum amount of product (1.0 means a 100% yield; for example, 0.34 means a 34% yield). (1) The reactants are Cl[C:2]1[N:7]=[C:6]([CH3:8])[N:5]=[C:4]([N:9]([CH2:19][C:20]2[CH:25]=[CH:24][C:23]([O:26][CH3:27])=[CH:22][CH:21]=2)[CH2:10][C:11]2[CH:16]=[CH:15][C:14]([O:17][CH3:18])=[CH:13][CH:12]=2)[CH:3]=1.[C:28]([O:32][C:33]([N:35]1[CH2:40][CH2:39][N:38]([C@@H:41]([C:43]2[CH:44]=[C:45](B(O)O)[C:46]([F:49])=[N:47][CH:48]=2)[CH3:42])[CH2:37][CH2:36]1)=[O:34])([CH3:31])([CH3:30])[CH3:29].CC([O-])=O.[K+]. The catalyst is O1CCOCC1.O. The product is [CH3:18][O:17][C:14]1[CH:15]=[CH:16][C:11]([CH2:10][N:9]([CH2:19][C:20]2[CH:25]=[CH:24][C:23]([O:26][CH3:27])=[CH:22][CH:21]=2)[C:4]2[N:5]=[C:6]([CH3:8])[N:7]=[C:2]([C:45]3[CH:44]=[C:43]([C@H:41]([N:38]4[CH2:37][CH2:36][N:35]([C:33]([O:32][C:28]([CH3:29])([CH3:31])[CH3:30])=[O:34])[CH2:40][CH2:39]4)[CH3:42])[CH:48]=[N:47][C:46]=3[F:49])[CH:3]=2)=[CH:12][CH:13]=1. The yield is 0.435. (2) The reactants are [C:1]([O:6][CH2:7][CH3:8])(=[O:5])[C:2]#[C:3][CH3:4].C(N(CC)CC)C.[OH:16]/[N:17]=[C:18](\Cl)/[C:19]1[CH:24]=[CH:23][CH:22]=[CH:21][C:20]=1[F:25]. The catalyst is C(O)C. The product is [CH2:7]([O:6][C:1]([C:2]1[C:18]([C:19]2[CH:24]=[CH:23][CH:22]=[CH:21][C:20]=2[F:25])=[N:17][O:16][C:3]=1[CH3:4])=[O:5])[CH3:8]. The yield is 0.620. (3) The yield is 0.500. The catalyst is CO.C(Cl)Cl. The product is [S:6]1[C:14]2[CH2:13][CH2:12][N:11]([C:30]([O:29][C:26]([CH3:28])([CH3:27])[CH3:25])=[O:31])[CH2:10][C:9]=2[CH:8]=[C:7]1[C:15]([O:17][CH3:18])=[O:16]. The reactants are S(Cl)(Cl)=O.Cl.[S:6]1[C:14]2[CH2:13][CH2:12][NH:11][CH2:10][C:9]=2[CH:8]=[C:7]1[C:15]([OH:17])=[O:16].[CH2:18](N(CC)CC)C.[CH3:25][C:26]([O:29][C:30](O[C:30]([O:29][C:26]([CH3:28])([CH3:27])[CH3:25])=[O:31])=[O:31])([CH3:28])[CH3:27]. (4) The reactants are C(OC([N:8]1[C:16]2[CH2:15][CH2:14][N:13]([CH:17]([C:31]3[CH:36]=[CH:35][CH:34]=[CH:33][C:32]=3[Cl:37])[CH2:18][CH2:19][CH2:20][CH2:21][CH2:22][C:23]([C:26]([O:28][CH2:29][CH3:30])=[O:27])([CH3:25])[CH3:24])[CH2:12][C:11]=2[CH:10]=[CH:9]1)=O)(C)(C)C.C(O)(C(F)(F)F)=O. The catalyst is ClCCl. The product is [CH2:29]([O:28][C:26](=[O:27])[C:23]([CH3:25])([CH3:24])[CH2:22][CH2:21][CH2:20][CH2:19][CH2:18][CH:17]([C:31]1[CH:36]=[CH:35][CH:34]=[CH:33][C:32]=1[Cl:37])[N:13]1[CH2:14][CH2:15][C:16]2[NH:8][CH:9]=[CH:10][C:11]=2[CH2:12]1)[CH3:30]. The yield is 0.659. (5) The reactants are I([O-])(=O)(=O)=[O:2].[Na+].[CH2:7]([N:10]([S:30]([C:33]1[CH:41]=[C:40]2[C:36]([C:37]([Cl:42])=[CH:38][NH:39]2)=[CH:35][CH:34]=1)(=[O:32])=[O:31])[CH2:11][CH2:12][NH:13][C:14]([CH:16]1[CH2:21][CH2:20][N:19]([C:22]2[CH:27]=[CH:26][C:25](=[O:28])[N:24]([CH3:29])[N:23]=2)[CH2:18][CH2:17]1)=[O:15])[CH:8]=C. The catalyst is O.O1CCCC1.C(O)(C)(C)C.ClCCl.[Os](=O)(=O)(=O)=O. The product is [Cl:42][C:37]1[C:36]2[C:40](=[CH:41][C:33]([S:30]([N:10]3[CH2:7][CH2:8][N:13]([C:14]([CH:16]4[CH2:21][CH2:20][N:19]([C:22]5[CH:27]=[CH:26][C:25](=[O:28])[N:24]([CH3:29])[N:23]=5)[CH2:18][CH2:17]4)=[O:15])[CH:12]([OH:2])[CH2:11]3)(=[O:31])=[O:32])=[CH:34][CH:35]=2)[NH:39][CH:38]=1. The yield is 0.227. (6) The reactants are [F:1][C:2]1[CH:7]=[CH:6][CH:5]=[C:4]([F:8])[C:3]=1[N:9]1[C:14]2[N:15]=[C:16]([NH:27][CH2:28][C:29](O)=[O:30])[N:17]=[C:18]([C:19]3[CH:24]=[CH:23][C:22]([F:25])=[CH:21][C:20]=3[CH3:26])[C:13]=2[CH:12]=[CH:11][C:10]1=[O:32].Cl.[NH:34]1[CH2:37][CH:36]([OH:38])[CH2:35]1.CN(C(ON1N=NC2C1=CC=CC=2)=[N+](C)C)C.F[P-](F)(F)(F)(F)F.CN1CCOCC1. The catalyst is CN(C=O)C. The product is [F:8][C:4]1[CH:5]=[CH:6][CH:7]=[C:2]([F:1])[C:3]=1[N:9]1[C:14]2[N:15]=[C:16]([NH:27][CH2:28][C:29]([N:34]3[CH2:37][CH:36]([OH:38])[CH2:35]3)=[O:30])[N:17]=[C:18]([C:19]3[CH:24]=[CH:23][C:22]([F:25])=[CH:21][C:20]=3[CH3:26])[C:13]=2[CH:12]=[CH:11][C:10]1=[O:32]. The yield is 0.490.